From a dataset of Forward reaction prediction with 1.9M reactions from USPTO patents (1976-2016). Predict the product of the given reaction. (1) The product is: [Cl-:7].[CH3:1][N+:2]1[CH:6]=[CH:5][N:4]([CH2:8][C:9]2[CH:16]=[CH:15][C:12]([CH:13]=[CH2:14])=[CH:11][CH:10]=2)[CH:3]=1. Given the reactants [CH3:1][N:2]1[CH:6]=[CH:5][N:4]=[CH:3]1.[Cl:7][CH2:8][C:9]1[CH:16]=[CH:15][C:12]([CH:13]=[CH2:14])=[CH:11][CH:10]=1, predict the reaction product. (2) Given the reactants [NH2:1][CH2:2][C@H:3]1[N:8]([C:9]([C:11]2[N:12]=[C:13]([CH3:23])[S:14][C:15]=2[C:16]2[CH:21]=[CH:20][CH:19]=[C:18]([Cl:22])[CH:17]=2)=[O:10])[CH2:7][C@H:6]2[C@@H:4]1[CH2:5]2.[N:24]1[C:33]2[C:28](=[CH:29][CH:30]=[CH:31][CH:32]=2)[CH:27]=[CH:26][C:25]=1[C:34](O)=[O:35], predict the reaction product. The product is: [Cl:22][C:18]1[CH:17]=[C:16]([C:15]2[S:14][C:13]([CH3:23])=[N:12][C:11]=2[C:9]([N:8]2[CH2:7][C@H:6]3[C@H:4]([CH2:5]3)[C@H:3]2[CH2:2][NH:1][C:34]([C:25]2[CH:26]=[CH:27][C:28]3[C:33](=[CH:32][CH:31]=[CH:30][CH:29]=3)[N:24]=2)=[O:35])=[O:10])[CH:21]=[CH:20][CH:19]=1. (3) Given the reactants [CH2:1]([O:3][CH:4]([S:45][CH2:46][CH3:47])[C@@H:5]1[CH2:9][CH2:8][CH2:7][N:6]1[C:10](=[O:44])[C:11]1[CH:16]=[C:15]([O:17][CH3:18])[C:14]([O:19][CH2:20][CH2:21][CH2:22][O:23][C:24]2[C:38]([O:39][CH3:40])=[CH:37][C:27]3[C:28](=[O:36])[N:29]4[CH2:35][CH2:34][CH2:33][C@H:30]4[CH2:31][NH:32][C:26]=3[CH:25]=2)=[CH:13][C:12]=1[N+:41]([O-])=O)[CH3:2].CO.O.O.Cl[Sn]Cl.C([O-])(O)=O.[Na+], predict the reaction product. The product is: [CH2:1]([O:3][CH:4]([S:45][CH2:46][CH3:47])[C@@H:5]1[CH2:9][CH2:8][CH2:7][N:6]1[C:10](=[O:44])[C:11]1[CH:16]=[C:15]([O:17][CH3:18])[C:14]([O:19][CH2:20][CH2:21][CH2:22][O:23][C:24]2[C:38]([O:39][CH3:40])=[CH:37][C:27]3[C:28](=[O:36])[N:29]4[CH2:35][CH2:34][CH2:33][C@H:30]4[CH2:31][NH:32][C:26]=3[CH:25]=2)=[CH:13][C:12]=1[NH2:41])[CH3:2]. (4) Given the reactants C[Si](C=[N+]=[N-])(C)C.[C:8]([C:11]1[CH:29]=[CH:28][C:14]2[CH:15]=[C:16]([C:18]3[O:23][C:22](=[O:24])[C:21]([CH3:25])=[C:20]([OH:26])[C:19]=3[CH3:27])[O:17][C:13]=2[CH:12]=1)([OH:10])=[O:9].[C:30](O)(=O)C, predict the reaction product. The product is: [CH3:25][C:21]1[C:22](=[O:24])[O:23][C:18]([C:16]2[O:17][C:13]3[CH:12]=[C:11]([C:8]([O:10][CH3:30])=[O:9])[CH:29]=[CH:28][C:14]=3[CH:15]=2)=[C:19]([CH3:27])[C:20]=1[OH:26]. (5) Given the reactants [F:1][C:2]1[CH:3]=[C:4]([CH:10]=[CH:11][CH:12]=1)[O:5][CH2:6][C:7](=O)[CH3:8].C(OCC)(=O)C(OCC)=O.C(OC(=O)C(=O)CC(=O)COC1C=CC=CC=1)C.C(OC(C1NN=C(COC2C=CC=CC=2)C=1)=O)C.C(OC([C:64]1[N:65]([CH2:77][CH:78]([NH:80][C:81](OC(C)(C)C)=O)C)[N:66]=C(COC2C=CC=CC=2)C=1)=O)C.CC1CN2N=C(COC3C=CC=CC=3)C=C2C(=O)N1.CC1CN2N=C(COC3C=CC=CC=3)C=C2CN1, predict the reaction product. The product is: [F:1][C:2]1[CH:3]=[C:4]([CH:10]=[CH:11][CH:12]=1)[O:5][CH2:6][C:7]1[CH:8]=[C:64]2[CH2:81][NH:80][CH2:78][CH2:77][N:65]2[N:66]=1. (6) Given the reactants C1(C)C=CC(C(OC(=O)[C@@H]([C@H](C(OC([C:20]2[CH:25]=[CH:24][C:23]([CH3:26])=CC=2)=O)=O)O)O)=O)=CC=1.[NH2:29][C:30]1[CH:35]=[CH:34][C:33]([C@H:36]2[C@@H:41]([C:42]([NH:44][C:45]3[CH:50]=[CH:49][C:48]([CH3:51])=[C:47]([C:52]([F:55])([F:54])[F:53])[CH:46]=3)=[O:43])[CH2:40][CH2:39][CH2:38][NH:37]2)=[CH:32][CH:31]=1.C1(=O)CCCC1.Cl.O1CCOCC1.C(O)(=O)C.C(O[BH-](OC(=O)C)OC(=O)C)(=O)C.[Na+].C(=O)(O)[O-].[Na+], predict the reaction product. The product is: [CH:23]1([NH:29][C:30]2[CH:35]=[CH:34][C:33]([C@H:36]3[C@@H:41]([C:42]([NH:44][C:45]4[CH:50]=[CH:49][C:48]([CH3:51])=[C:47]([C:52]([F:55])([F:53])[F:54])[CH:46]=4)=[O:43])[CH2:40][CH2:39][CH2:38][NH:37]3)=[CH:32][CH:31]=2)[CH2:24][CH2:25][CH2:20][CH2:26]1. (7) Given the reactants [CH3:1][N:2]1[C:6]([C:7]2[CH:12]=[CH:11][CH:10]=[CH:9][CH:8]=2)=[N:5][N:4]=[C:3]1[SH:13].[Cl:14][CH2:15][CH2:16][CH2:17][N:18]1[CH2:26][C:25]2[C:20](=[CH:21][CH:22]=[C:23]([C:27](=[O:30])[CH2:28][CH3:29])[CH:24]=2)[CH2:19]1, predict the reaction product. The product is: [ClH:14].[CH3:1][N:2]1[C:6]([C:7]2[CH:12]=[CH:11][CH:10]=[CH:9][CH:8]=2)=[N:5][N:4]=[C:3]1[S:13][CH2:15][CH2:16][CH2:17][N:18]1[CH2:26][C:25]2[C:20](=[CH:21][CH:22]=[C:23]([C:27](=[O:30])[CH2:28][CH3:29])[CH:24]=2)[CH2:19]1. (8) Given the reactants [CH3:1][O:2][C:3]([C:5]1[CH2:6][C:7]2[C:8](=[CH:12][CH:13]=1)[N:9]=[N:10][N:11]=2)=[O:4].[H-].[Na+].CI.[CH3:18]COC(C)=O, predict the reaction product. The product is: [CH3:1][O:2][C:3]([C:5]1[CH:6]([CH3:18])[C:7]2[C:8](=[CH:12][CH:13]=1)[N:9]=[N:10][N:11]=2)=[O:4].